From a dataset of Full USPTO retrosynthesis dataset with 1.9M reactions from patents (1976-2016). Predict the reactants needed to synthesize the given product. (1) Given the product [ClH:1].[S:29]1[CH:30]=[CH:31][CH:32]=[C:28]1[CH2:27][CH2:26][O:25][CH:23]1[CH2:24][NH:21][CH2:22]1, predict the reactants needed to synthesize it. The reactants are: [Cl:1]C(OC(Cl)=O)C.C([N:21]1[CH2:24][CH:23]([O:25][CH2:26][CH2:27][C:28]2[S:29][CH:30]=[CH:31][CH:32]=2)[CH2:22]1)(C1C=CC=CC=1)C1C=CC=CC=1.C(O)C. (2) The reactants are: [CH2:1]([O:8][C:9]([C:11]1([NH:16][S:17]([C:20]2[CH:25]=[CH:24][C:23]([C:26]3[CH:31]=[CH:30][C:29]([F:32])=[CH:28][CH:27]=3)=[CH:22][CH:21]=2)(=[O:19])=[O:18])[CH2:15][CH2:14][CH2:13][CH2:12]1)=[O:10])[C:2]1[CH:7]=[CH:6][CH:5]=[CH:4][CH:3]=1.C[Si](C)(C)[N-][Si](C)(C)C.[K+].[C:43]([Si:47]([O:50][CH2:51][CH2:52][CH2:53]I)([CH3:49])[CH3:48])([CH3:46])([CH3:45])[CH3:44].CCCCCC. Given the product [CH2:1]([O:8][C:9]([C:11]1([N:16]([CH2:53][CH2:52][CH2:51][O:50][Si:47]([C:43]([CH3:44])([CH3:46])[CH3:45])([CH3:48])[CH3:49])[S:17]([C:20]2[CH:21]=[CH:22][C:23]([C:26]3[CH:31]=[CH:30][C:29]([F:32])=[CH:28][CH:27]=3)=[CH:24][CH:25]=2)(=[O:18])=[O:19])[CH2:15][CH2:14][CH2:13][CH2:12]1)=[O:10])[C:2]1[CH:3]=[CH:4][CH:5]=[CH:6][CH:7]=1, predict the reactants needed to synthesize it. (3) The reactants are: Cl[C:2]1[N:7]=[CH:6][C:5]([CH:8]([CH3:11])[C:9]#[N:10])=[CH:4][CH:3]=1.[CH3:12][O:13][CH2:14][CH2:15][NH:16][CH3:17]. Given the product [CH3:12][O:13][CH2:14][CH2:15][N:16]([CH3:17])[C:2]1[N:7]=[CH:6][C:5]([CH:8]([CH3:11])[C:9]#[N:10])=[CH:4][CH:3]=1, predict the reactants needed to synthesize it. (4) Given the product [CH3:35][O:36][C:37]1[CH:46]=[CH:45][C:44]2[C:39](=[CH:40][CH:41]=[CH:42][CH:43]=2)[C:38]=1[CH:47]=[CH:8][O:7][CH3:11], predict the reactants needed to synthesize it. The reactants are: CC(C)([O-])C.[K+].[O:7]1[CH2:11]CC[CH2:8]1.[Cl-].COC[P+](C1C=CC=CC=1)(C1C=CC=CC=1)C1C=CC=CC=1.[CH3:35][O:36][C:37]1[CH:46]=[CH:45][C:44]2[C:39](=[CH:40][CH:41]=[CH:42][CH:43]=2)[C:38]=1[CH:47]=O. (5) Given the product [C:11]([O:15][C:16]([N:18]1[CH2:19][CH2:20][CH:21]([N:24]([C:25]([C:27]2[N:28]=[CH:29][N:30]([C:9]3[CH:8]=[CH:7][C:4]([C:5]#[N:6])=[CH:3][C:2]=3[F:1])[CH:31]=2)=[O:26])[CH:32]2[CH2:34][CH2:33]2)[CH2:22][CH2:23]1)=[O:17])([CH3:14])([CH3:12])[CH3:13], predict the reactants needed to synthesize it. The reactants are: [F:1][C:2]1[CH:3]=[C:4]([CH:7]=[CH:8][C:9]=1F)[C:5]#[N:6].[C:11]([O:15][C:16]([N:18]1[CH2:23][CH2:22][CH:21]([N:24]([CH:32]2[CH2:34][CH2:33]2)[C:25]([C:27]2[N:28]=[CH:29][NH:30][CH:31]=2)=[O:26])[CH2:20][CH2:19]1)=[O:17])([CH3:14])([CH3:13])[CH3:12].C(=O)([O-])[O-].[K+].[K+]. (6) Given the product [C:30]([CH:7]1[CH2:6][C:5]([C:8]2[CH:13]=[CH:12][CH:11]=[CH:10][CH:9]=2)([C:14]2[CH:15]=[CH:16][CH:17]=[CH:18][CH:19]=2)[CH2:4][CH2:3][C:2]1([NH2:1])[C:20]([OH:22])=[O:21])([O:31][CH2:32][CH:33]1[C:34]2[C:39](=[CH:38][CH:37]=[CH:36][CH:35]=2)[C:40]2[C:45]1=[CH:44][CH:43]=[CH:42][CH:41]=2)=[O:46], predict the reactants needed to synthesize it. The reactants are: [NH2:1][C:2]1([C:20]([OH:22])=[O:21])[CH2:7][CH2:6][C:5]([C:14]2[CH:19]=[CH:18][CH:17]=[CH:16][CH:15]=2)([C:8]2[CH:13]=[CH:12][CH:11]=[CH:10][CH:9]=2)[CH2:4][CH2:3]1.C(N(CC)CC)C.[C:30](=O)([O:46]N1C(=O)CCC1=O)[O:31][CH2:32][CH:33]1[C:45]2[CH:44]=[CH:43][CH:42]=[CH:41][C:40]=2[C:39]2[C:34]1=[CH:35][CH:36]=[CH:37][CH:38]=2. (7) Given the product [OH:30][C:1]([C:4]1[CH:5]=[C:6]2[C:11](=[C:12]([C:14]3[CH:15]=[C:16]([O:20][S:21]([C:24]4[CH:29]=[CH:28][CH:27]=[CH:26][CH:25]=4)(=[O:23])=[O:22])[CH:17]=[CH:18][CH:19]=3)[CH:13]=1)[N:10]=[CH:9][CH:8]=[CH:7]2)([CH3:3])[CH3:2], predict the reactants needed to synthesize it. The reactants are: [CH:1]([C:4]1[CH:5]=[C:6]2[C:11](=[C:12]([C:14]3[CH:15]=[C:16]([O:20][S:21]([C:24]4[CH:29]=[CH:28][CH:27]=[CH:26][CH:25]=4)(=[O:23])=[O:22])[CH:17]=[CH:18][CH:19]=3)[CH:13]=1)[N:10]=[CH:9][CH:8]=[CH:7]2)([CH3:3])[CH3:2].[O:30]=[N+]([O-])[O-].[O-][N+](=O)[O-].[O-][N+](=O)[O-].[O-][N+](=O)[O-].[O-][N+](=O)[O-].[O-][N+](=O)[O-].[Ce+4].[NH4+].[NH4+]. (8) Given the product [C:1]([C:5]1[O:9][N:8]=[C:7]([C:10]2[CH:15]=[C:14]([O:30][C:26]3[CH:27]=[CH:28][CH:29]=[C:24]([S:21]([CH3:20])(=[O:23])=[O:22])[CH:25]=3)[C:13]([CH:17]3[CH2:19][CH2:18]3)=[CH:12][N:11]=2)[N:6]=1)([CH3:4])([CH3:3])[CH3:2], predict the reactants needed to synthesize it. The reactants are: [C:1]([C:5]1[O:9][N:8]=[C:7]([C:10]2[CH:15]=[C:14](Cl)[C:13]([CH:17]3[CH2:19][CH2:18]3)=[CH:12][N:11]=2)[N:6]=1)([CH3:4])([CH3:3])[CH3:2].[CH3:20][S:21]([C:24]1[CH:25]=[C:26]([OH:30])[CH:27]=[CH:28][CH:29]=1)(=[O:23])=[O:22].C([O-])([O-])=O.[Cs+].[Cs+].